Dataset: Forward reaction prediction with 1.9M reactions from USPTO patents (1976-2016). Task: Predict the product of the given reaction. (1) The product is: [CH3:1][O:2][C:35]([C:13]1[N:12]=[C:11]([C:7]2[CH:8]=[N:9][CH:10]=[C:5]([Cl:4])[CH:6]=2)[C:16]2[N:17]([CH2:27][C@H:28]3[CH2:33][CH2:32][C@H:31]([CH3:34])[CH2:30][CH2:29]3)[C:18]([N:20]3[CH2:24][CH2:23][CH2:22][C@H:21]3[CH2:25][F:26])=[N:19][C:15]=2[CH:14]=1)=[NH:36]. Given the reactants [CH3:1][O-:2].[Na+].[Cl:4][C:5]1[CH:6]=[C:7]([C:11]2[C:16]3[N:17]([CH2:27][C@H:28]4[CH2:33][CH2:32][C@H:31]([CH3:34])[CH2:30][CH2:29]4)[C:18]([N:20]4[CH2:24][CH2:23][CH2:22][C@H:21]4[CH2:25][F:26])=[N:19][C:15]=3[CH:14]=[C:13]([C:35]#[N:36])[N:12]=2)[CH:8]=[N:9][CH:10]=1, predict the reaction product. (2) Given the reactants Cl.[NH2:2][CH:3]([C:6]1[CH:15]=[CH:14][C:13]2[C:8](=[CH:9][CH:10]=[CH:11][CH:12]=2)[CH:7]=1)[C:4]#[N:5].[CH3:16][O:17][C:18]1[C:36]([O:37][CH3:38])=[C:35]([O:39][CH3:40])[CH:34]=[CH:33][C:19]=1[C:20]([NH:22][CH2:23][CH2:24][N:25]1[CH:29]=[C:28]([C:30](O)=[O:31])[N:27]=[N:26]1)=[O:21], predict the reaction product. The product is: [C:4]([CH:3]([NH:2][C:30]([C:28]1[N:27]=[N:26][N:25]([CH2:24][CH2:23][NH:22][C:20](=[O:21])[C:19]2[CH:33]=[CH:34][C:35]([O:39][CH3:40])=[C:36]([O:37][CH3:38])[C:18]=2[O:17][CH3:16])[CH:29]=1)=[O:31])[C:6]1[CH:15]=[CH:14][C:13]2[C:8](=[CH:9][CH:10]=[CH:11][CH:12]=2)[CH:7]=1)#[N:5]. (3) The product is: [Br:1][C:2]1[CH:7]=[C:6]([NH2:8])[C:5]([CH3:11])=[N:4][C:3]=1[O:12][C@H:13]1[CH2:14][CH2:15][C@H:16]([CH:19]([CH3:20])[CH3:21])[CH2:17][CH2:18]1. Given the reactants [Br:1][C:2]1[C:3]([O:12][C@H:13]2[CH2:18][CH2:17][C@H:16]([CH:19]([CH3:21])[CH3:20])[CH2:15][CH2:14]2)=[N:4][C:5]([CH3:11])=[C:6]([N+:8]([O-])=O)[CH:7]=1.[Cl-].[NH4+], predict the reaction product. (4) Given the reactants [C:1](OC(O[C:1]([CH3:4])([CH3:3])[CH3:2])N(C)C)([CH3:4])([CH3:3])[CH3:2].[CH2:15]([O:22][C:23]([N:25]1[CH2:50][CH2:49][C:28]2([N:32]([C:33]3[CH:38]=[CH:37][CH:36]=[CH:35][CH:34]=3)[CH2:31][N:30]([C:39]3[CH:47]=[CH:46][C:42]([C:43]([OH:45])=[O:44])=[CH:41][CH:40]=3)[C:29]2=[O:48])[CH2:27][CH2:26]1)=[O:24])[C:16]1[CH:21]=[CH:20][CH:19]=[CH:18][CH:17]=1, predict the reaction product. The product is: [C:1]([O:44][C:43]([C:42]1[CH:41]=[CH:40][C:39]([N:30]2[C:29](=[O:48])[C:28]3([CH2:27][CH2:26][N:25]([C:23]([O:22][CH2:15][C:16]4[CH:21]=[CH:20][CH:19]=[CH:18][CH:17]=4)=[O:24])[CH2:50][CH2:49]3)[N:32]([C:33]3[CH:38]=[CH:37][CH:36]=[CH:35][CH:34]=3)[CH2:31]2)=[CH:47][CH:46]=1)=[O:45])([CH3:4])([CH3:3])[CH3:2].